From a dataset of Full USPTO retrosynthesis dataset with 1.9M reactions from patents (1976-2016). Predict the reactants needed to synthesize the given product. The reactants are: [CH3:1][S:2]([O:5]S(C)(=O)=O)(=O)=[O:3].[N:10]1([CH2:15][CH2:16][CH2:17][O:18][C:19]2[CH:24]=[CH:23][C:22]([C:25]3([CH2:31][N:32]4[CH2:37][CH2:36][NH:35][CH2:34][CH2:33]4)[CH2:30][CH2:29][CH2:28][CH2:27][CH2:26]3)=[CH:21][CH:20]=2)[CH2:14][CH2:13][CH2:12][CH2:11]1.N1C=CC=CC=1. Given the product [CH3:1][S:2]([N:35]1[CH2:36][CH2:37][N:32]([CH2:31][C:25]2([C:22]3[CH:21]=[CH:20][C:19]([O:18][CH2:17][CH2:16][CH2:15][N:10]4[CH2:11][CH2:12][CH2:13][CH2:14]4)=[CH:24][CH:23]=3)[CH2:26][CH2:27][CH2:28][CH2:29][CH2:30]2)[CH2:33][CH2:34]1)(=[O:5])=[O:3], predict the reactants needed to synthesize it.